This data is from NCI-60 drug combinations with 297,098 pairs across 59 cell lines. The task is: Regression. Given two drug SMILES strings and cell line genomic features, predict the synergy score measuring deviation from expected non-interaction effect. (1) Drug 1: C1CCN(CC1)CCOC2=CC=C(C=C2)C(=O)C3=C(SC4=C3C=CC(=C4)O)C5=CC=C(C=C5)O. Drug 2: CCCS(=O)(=O)NC1=C(C(=C(C=C1)F)C(=O)C2=CNC3=C2C=C(C=N3)C4=CC=C(C=C4)Cl)F. Cell line: M14. Synergy scores: CSS=56.3, Synergy_ZIP=3.92, Synergy_Bliss=3.07, Synergy_Loewe=-4.73, Synergy_HSA=3.15. (2) Drug 1: CN(C)N=NC1=C(NC=N1)C(=O)N. Drug 2: CCCCC(=O)OCC(=O)C1(CC(C2=C(C1)C(=C3C(=C2O)C(=O)C4=C(C3=O)C=CC=C4OC)O)OC5CC(C(C(O5)C)O)NC(=O)C(F)(F)F)O. Cell line: HOP-92. Synergy scores: CSS=3.05, Synergy_ZIP=-2.46, Synergy_Bliss=-3.37, Synergy_Loewe=-2.52, Synergy_HSA=-2.38. (3) Drug 1: CC1=C2C(C(=O)C3(C(CC4C(C3C(C(C2(C)C)(CC1OC(=O)C(C(C5=CC=CC=C5)NC(=O)C6=CC=CC=C6)O)O)OC(=O)C7=CC=CC=C7)(CO4)OC(=O)C)O)C)OC(=O)C. Drug 2: N.N.Cl[Pt+2]Cl. Cell line: SK-MEL-5. Synergy scores: CSS=62.3, Synergy_ZIP=-0.481, Synergy_Bliss=0.274, Synergy_Loewe=0.265, Synergy_HSA=1.33.